From a dataset of Catalyst prediction with 721,799 reactions and 888 catalyst types from USPTO. Predict which catalyst facilitates the given reaction. (1) Reactant: [O:1]=[C:2]1[NH:6][CH2:5][C:4]2([CH2:11][CH2:10][N:9]([C:12]([O:14][C:15]([CH3:18])([CH3:17])[CH3:16])=[O:13])[CH2:8][CH2:7]2)[O:3]1.Br[C:20]1[CH:25]=[CH:24][C:23]([S:26]([CH3:29])(=[O:28])=[O:27])=[CH:22][N:21]=1.CC1(C)C2C(=C(P(C3C=CC=CC=3)C3C=CC=CC=3)C=CC=2)OC2C(P(C3C=CC=CC=3)C3C=CC=CC=3)=CC=CC1=2.C([O-])([O-])=O.[Cs+].[Cs+]. The catalyst class is: 110. Product: [CH3:29][S:26]([C:23]1[CH:24]=[CH:25][C:20]([N:6]2[CH2:5][C:4]3([CH2:7][CH2:8][N:9]([C:12]([O:14][C:15]([CH3:18])([CH3:17])[CH3:16])=[O:13])[CH2:10][CH2:11]3)[O:3][C:2]2=[O:1])=[N:21][CH:22]=1)(=[O:28])=[O:27]. (2) Reactant: C[O:2][C:3]([C:5]1[CH:10]=[C:9]([O:11][CH:12]([F:14])[F:13])[CH:8]=[CH:7][C:6]=1[NH:15][C:16]1[N:20]([C:21]2[CH:26]=[CH:25][CH:24]=[CH:23][C:22]=2[CH3:27])[N:19]=[C:18]([CH3:28])[C:17]=1[C:29]1[CH:30]=[C:31]2[C:36](=[CH:37][CH:38]=1)[N:35]=[CH:34][CH:33]=[N:32]2)=[O:4].[OH-].[Na+]. Product: [N:35]1[C:36]2[C:31](=[CH:30][C:29]([C:17]3[C:18]([CH3:28])=[N:19][N:20]([C:21]4[CH:26]=[CH:25][CH:24]=[CH:23][C:22]=4[CH3:27])[C:16]=3[NH:15][C:6]3[CH:7]=[CH:8][C:9]([O:11][CH:12]([F:14])[F:13])=[CH:10][C:5]=3[C:3]([OH:4])=[O:2])=[CH:38][CH:37]=2)[N:32]=[CH:33][CH:34]=1. The catalyst class is: 38.